From a dataset of CYP2C9 inhibition data for predicting drug metabolism from PubChem BioAssay. Regression/Classification. Given a drug SMILES string, predict its absorption, distribution, metabolism, or excretion properties. Task type varies by dataset: regression for continuous measurements (e.g., permeability, clearance, half-life) or binary classification for categorical outcomes (e.g., BBB penetration, CYP inhibition). Dataset: cyp2c9_veith. The drug is CCOC(=O)C1=C(C)NC(SCC(N)=O)=C(C#N)C1c1ccccc1. The result is 1 (inhibitor).